From a dataset of Tox21: 12 toxicity assays (nuclear receptors and stress response pathways). Binary classification across 12 toxicity assays. (1) The compound is CCCCCc1cc(O)cc(O)c1. It tested positive (active) for: NR-AhR (Aryl hydrocarbon Receptor agonist activity), SR-ARE (Antioxidant Response Element (oxidative stress)), and SR-MMP (Mitochondrial Membrane Potential disruption). (2) The molecule is COCC(C)OC(C)=O. It tested positive (active) for: NR-AR (Androgen Receptor agonist activity), and NR-AR-LBD (Androgen Receptor Ligand Binding Domain agonist). (3) The compound is CCCCCCCCCCCCCCCCCC[N+](C)(C)CCC[Si](OC)(OC)OC. It tested positive (active) for: NR-ER (Estrogen Receptor agonist activity), and NR-ER-LBD (Estrogen Receptor Ligand Binding Domain agonist). (4) The molecule is S=C=NCCc1ccccc1. It tested positive (active) for: NR-AhR (Aryl hydrocarbon Receptor agonist activity), NR-ER (Estrogen Receptor agonist activity), and SR-HSE (Heat Shock Element response). (5) The compound is NC(=S)NC(N)=S. It tested positive (active) for: SR-HSE (Heat Shock Element response). (6) The drug is O=C(O)[C@@H](S)[C@H](S)C(=O)O. It tested positive (active) for: SR-ARE (Antioxidant Response Element (oxidative stress)). (7) The molecule is CC(C)(C)C(=O)Oc1ccc(S(=O)(=O)Nc2ccccc2C(=O)NCC(=O)[O-])cc1. It tested positive (active) for: NR-AR (Androgen Receptor agonist activity), NR-AR-LBD (Androgen Receptor Ligand Binding Domain agonist), and NR-AhR (Aryl hydrocarbon Receptor agonist activity). (8) The compound is CC(C)(C#N)c1cc(Cn2cncn2)cc(C(C)(C)C#N)c1. It tested positive (active) for: NR-Aromatase (Aromatase enzyme inhibition). (9) The compound is CC1=C(/C=C/C(C)=C/C=C/C(C)=C/C=O)C(C)(C)CCC1. It tested positive (active) for: NR-ER-LBD (Estrogen Receptor Ligand Binding Domain agonist). (10) The molecule is COc1ccc(O)c(C(C)(C)C)c1. It tested positive (active) for: SR-MMP (Mitochondrial Membrane Potential disruption).